From a dataset of Catalyst prediction with 721,799 reactions and 888 catalyst types from USPTO. Predict which catalyst facilitates the given reaction. (1) Reactant: C[O:2][C:3]([CH:5]1[CH2:10][CH2:9][N:8]([C:11]([O:13][C:14]([CH3:17])([CH3:16])[CH3:15])=[O:12])[CH2:7][CH2:6]1)=[O:4].[OH-].[Li+].O.Cl. Product: [C:14]([O:13][C:11]([N:8]1[CH2:9][CH2:10][CH:5]([C:3]([OH:4])=[O:2])[CH2:6][CH2:7]1)=[O:12])([CH3:17])([CH3:15])[CH3:16]. The catalyst class is: 1. (2) The catalyst class is: 11. Reactant: [CH3:1][C:2]1([CH3:14])[C:6]([CH3:8])([CH3:7])[O:5][B:4]([C:9]2[CH:10]=[N:11][NH:12][CH:13]=2)[O:3]1.O[CH2:16][CH:17]1[CH2:22][CH2:21][N:20]([C:23]([O:25][C:26]([CH3:29])([CH3:28])[CH3:27])=[O:24])[CH2:19][CH2:18]1.C(C=P(CCCC)(CCCC)CCCC)#N. Product: [CH3:1][C:2]1([CH3:14])[C:6]([CH3:7])([CH3:8])[O:5][B:4]([C:9]2[CH:13]=[N:12][N:11]([CH2:16][CH:17]3[CH2:22][CH2:21][N:20]([C:23]([O:25][C:26]([CH3:27])([CH3:29])[CH3:28])=[O:24])[CH2:19][CH2:18]3)[CH:10]=2)[O:3]1.